This data is from Peptide-MHC class I binding affinity with 185,985 pairs from IEDB/IMGT. The task is: Regression. Given a peptide amino acid sequence and an MHC pseudo amino acid sequence, predict their binding affinity value. This is MHC class I binding data. (1) The peptide sequence is AYTIGTTHF. The MHC is HLA-A24:02 with pseudo-sequence HLA-A24:02. The binding affinity (normalized) is 0.385. (2) The peptide sequence is ISDPLTSGL. The MHC is HLA-B18:01 with pseudo-sequence HLA-B18:01. The binding affinity (normalized) is 0.0847. (3) The peptide sequence is QQLYTSPSF. The MHC is HLA-A11:01 with pseudo-sequence HLA-A11:01. The binding affinity (normalized) is 0.0847. (4) The peptide sequence is LIGLIIPPL. The MHC is HLA-A68:02 with pseudo-sequence HLA-A68:02. The binding affinity (normalized) is 0.336.